From a dataset of Retrosynthesis with 50K atom-mapped reactions and 10 reaction types from USPTO. Predict the reactants needed to synthesize the given product. (1) Given the product COc1nc2cc(-c3ccc4ncc5c(c4c3)n(-c3cn(C)nc3C)c(=O)n5C)cnc2n1C, predict the reactants needed to synthesize it. The reactants are: COc1nc2cc(B3OC(C)(C)C(C)(C)O3)cnc2n1C.Cc1nn(C)cc1-n1c(=O)n(C)c2cnc3ccc(Br)cc3c21. (2) Given the product COC(=O)c1cc(C2CC2)c2c(C)c(-c3ccc(O)c(F)c3)ccn2c1=O, predict the reactants needed to synthesize it. The reactants are: COC(=O)c1cc(C2CC2)c2c(C)c(Cl)ccn2c1=O.OB(O)c1ccc(O)c(F)c1. (3) Given the product CC1(C)CC(=C(c2ccc(O)cc2)c2ccc(C#CCCO)cc2)CC(C)(C)C1, predict the reactants needed to synthesize it. The reactants are: C#CCCO.CC1(C)CC(=C(c2ccc(O)cc2)c2ccc(I)cc2)CC(C)(C)C1. (4) Given the product O=C(Nc1ccc(S(=O)(=O)c2ccccc2)c(F)c1)C(O)(C(F)(F)F)C(F)(F)F, predict the reactants needed to synthesize it. The reactants are: Nc1ccc(S(=O)(=O)c2ccccc2)c(F)c1.O=C(O)C(O)(C(F)(F)F)C(F)(F)F.